Predict the reactants needed to synthesize the given product. From a dataset of Full USPTO retrosynthesis dataset with 1.9M reactions from patents (1976-2016). (1) Given the product [Si:28]([O:1][C@H:2]1[C@@H:6]([CH:7]=[CH2:8])[CH2:5][N:4]([C:9]([O:11][CH2:12][C:13]2[CH:14]=[CH:15][CH:16]=[CH:17][CH:18]=2)=[O:10])[CH2:3]1)([C:24]([CH3:27])([CH3:26])[CH3:25])([C:35]1[CH:36]=[CH:37][CH:38]=[CH:39][CH:40]=1)[C:29]1[CH:34]=[CH:33][CH:32]=[CH:31][CH:30]=1, predict the reactants needed to synthesize it. The reactants are: [OH:1][C@H:2]1[C@@H:6]([CH:7]=[CH2:8])[CH2:5][N:4]([C:9]([O:11][CH2:12][C:13]2[CH:18]=[CH:17][CH:16]=[CH:15][CH:14]=2)=[O:10])[CH2:3]1.N1C=CN=C1.[C:24]([Si:28](Cl)([C:35]1[CH:40]=[CH:39][CH:38]=[CH:37][CH:36]=1)[C:29]1[CH:34]=[CH:33][CH:32]=[CH:31][CH:30]=1)([CH3:27])([CH3:26])[CH3:25]. (2) Given the product [CH2:1]([N:8]1[C:13](=[O:14])[C:12]2[C:15]([CH3:18])=[N:16][S:17][C:11]=2[N:10]=[C:9]1[CH:19]([N:23]([CH2:24][CH2:25][CH:26]1[O:27][CH2:28][CH2:29][O:30]1)[C:36](=[O:37])[C:35]1[CH:39]=[CH:40][C:32]([Br:31])=[CH:33][CH:34]=1)[CH:20]([CH3:22])[CH3:21])[C:2]1[CH:7]=[CH:6][CH:5]=[CH:4][CH:3]=1, predict the reactants needed to synthesize it. The reactants are: [CH2:1]([N:8]1[C:13](=[O:14])[C:12]2[C:15]([CH3:18])=[N:16][S:17][C:11]=2[N:10]=[C:9]1[CH:19]([NH:23][CH2:24][CH2:25][CH:26]1[O:30][CH2:29][CH2:28][O:27]1)[CH:20]([CH3:22])[CH3:21])[C:2]1[CH:7]=[CH:6][CH:5]=[CH:4][CH:3]=1.[Br:31][C:32]1[CH:40]=[CH:39][C:35]([C:36](Cl)=[O:37])=[CH:34][CH:33]=1. (3) Given the product [CH3:13][C@@H:14]1[CH2:18][CH2:17][C@@H:16]([CH3:19])[N:15]1[C:2]1[NH:10][C:9]2[C:4](=[N:5][CH:6]=[CH:7][CH:8]=2)[C:3]=1[C:11]#[N:12], predict the reactants needed to synthesize it. The reactants are: Cl[C:2]1[NH:10][C:9]2[C:4](=[N:5][CH:6]=[CH:7][CH:8]=2)[C:3]=1[C:11]#[N:12].[CH3:13][C@@H:14]1[CH2:18][CH2:17][C@@H:16]([CH3:19])[NH:15]1. (4) Given the product [F:19][C:2]([F:20])([F:1])[C:3]([C:10]1[CH:15]=[CH:14][N:13]=[C:12]([C:24]2[NH:25][O:45][C:21](=[O:22])[N:23]=2)[CH:11]=1)([CH3:9])[O:4][Si:5]([CH3:7])([CH3:6])[CH3:8], predict the reactants needed to synthesize it. The reactants are: [F:1][C:2]([F:20])([F:19])[C:3]([C:10]1[CH:15]=[CH:14][N:13]=[C:12](C(N)=O)[CH:11]=1)([CH3:9])[O:4][Si:5]([CH3:8])([CH3:7])[CH3:6].[C:21](N1C=CN=C1)([N:23]1C=C[N:25]=[CH:24]1)=[O:22].N12CCCN=C1CCCCC2.Cl.[OH2:45]. (5) Given the product [Cl:16][CH2:17][C:18]([NH:6][C:5]1[CH:7]=[CH:8][C:2]([F:1])=[CH:3][CH:4]=1)=[O:19], predict the reactants needed to synthesize it. The reactants are: [F:1][C:2]1[CH:8]=[CH:7][C:5]([NH2:6])=[CH:4][CH:3]=1.C(OC(C)C)(=O)C.[Cl:16][CH2:17][C:18](Cl)=[O:19]. (6) Given the product [C:15]([C:17]1[CH:18]=[CH:19][C:20]([CH2:23][CH2:24][N:25]2[CH2:26][CH2:27][C:28]([CH2:32][O:33][C:34]3[CH:35]=[CH:36][C:37]([C:38]([OH:40])=[O:39])=[CH:42][CH:43]=3)([OH:31])[CH2:29][CH2:30]2)=[CH:21][CH:22]=1)#[N:16], predict the reactants needed to synthesize it. The reactants are: C(S)CCCCCCC.C([Li])CCC.[C:15]([C:17]1[CH:22]=[CH:21][C:20]([CH2:23][CH2:24][N:25]2[CH2:30][CH2:29][C:28]([CH2:32][O:33][C:34]3[CH:43]=[CH:42][C:37]([C:38]([O:40]C)=[O:39])=[CH:36][CH:35]=3)([OH:31])[CH2:27][CH2:26]2)=[CH:19][CH:18]=1)#[N:16]. (7) Given the product [C:26]([C:30]1[CH:31]=[CH:32][C:33]([C:34]([NH:1][C:2]2[CH:7]=[CH:6][C:5]([C:8]3[CH:9]=[C:10]4[C:14](=[CH:15][CH:16]=3)[C:13](=[O:17])[N:12]([C@@H:18]([CH:23]([CH3:25])[CH3:24])[C:19]([O:21][CH3:22])=[O:20])[CH2:11]4)=[CH:4][CH:3]=2)=[O:35])=[CH:37][CH:38]=1)([CH3:29])([CH3:27])[CH3:28], predict the reactants needed to synthesize it. The reactants are: [NH2:1][C:2]1[CH:7]=[CH:6][C:5]([C:8]2[CH:9]=[C:10]3[C:14](=[CH:15][CH:16]=2)[C:13](=[O:17])[N:12]([C@@H:18]([CH:23]([CH3:25])[CH3:24])[C:19]([O:21][CH3:22])=[O:20])[CH2:11]3)=[CH:4][CH:3]=1.[C:26]([C:30]1[CH:38]=[CH:37][C:33]([C:34](Br)=[O:35])=[CH:32][CH:31]=1)([CH3:29])([CH3:28])[CH3:27]. (8) Given the product [Cl-:26].[C:1]([N:4]1[CH2:5][CH2:6][NH+:7]([CH2:10][C:11]2[CH:16]=[C:15]([CH3:17])[N:14]=[C:13]([NH2:18])[CH:12]=2)[CH2:8][CH2:9]1)(=[O:3])[CH3:2], predict the reactants needed to synthesize it. The reactants are: [C:1]([N:4]1[CH2:9][CH2:8][N:7]([CH2:10][C:11]2[CH:16]=[C:15]([CH3:17])[N:14]=[C:13]([NH:18]C(=O)OC(C)(C)C)[CH:12]=2)[CH2:6][CH2:5]1)(=[O:3])[CH3:2].[ClH:26]. (9) Given the product [F:1][C:2]1[CH:26]=[CH:25][CH:24]=[CH:23][C:3]=1[CH2:4][N:5]1[C:13]2[C:8](=[CH:9][CH:10]=[CH:11][CH:12]=2)[C:7]([C:14]2[N:19]=[C:18]([NH:20][C:34]3[CH:39]=[CH:38][N:37]=[CH:36][C:35]=3[C:40]#[N:41])[C:17]([OH:21])=[CH:16][N:15]=2)=[N:6]1, predict the reactants needed to synthesize it. The reactants are: [F:1][C:2]1[CH:26]=[CH:25][CH:24]=[CH:23][C:3]=1[CH2:4][N:5]1[C:13]2[C:8](=[CH:9][CH:10]=[CH:11][CH:12]=2)[C:7]([C:14]2[N:19]=[C:18]([NH2:20])[C:17]([O:21]C)=[CH:16][N:15]=2)=[N:6]1.C(=O)([O-])[O-].[K+].[K+].Br[C:34]1[CH:39]=[CH:38][N:37]=[CH:36][C:35]=1[C:40]#[N:41].